From a dataset of Reaction yield outcomes from USPTO patents with 853,638 reactions. Predict the reaction yield, written as a fraction of the theoretical maximum amount of product (1.0 means a 100% yield; for example, 0.34 means a 34% yield). (1) The reactants are [C:1]([C:5]1[CH:6]=[C:7]2[C:12](=[C:13]([F:15])[CH:14]=1)[C:11](=[O:16])[N:10]([C:17]1[N:24]=[CH:23][CH:22]=[C:21]([C:25]3[CH:30]=[C:29]([NH:31][C:32]4[CH:36]=[CH:35][N:34]([CH3:37])[N:33]=4)[C:28](=[O:38])[N:27]([CH3:39])[CH:26]=3)[C:18]=1[CH:19]=[O:20])[N:9]=[CH:8]2)([CH3:4])([CH3:3])[CH3:2].O.[OH-].[Li+]. The catalyst is C1COCC1.CC(O)C. The product is [C:1]([C:5]1[CH:6]=[C:7]2[C:12](=[C:13]([F:15])[CH:14]=1)[C:11](=[O:16])[N:10]([C:17]1[C:18]([CH2:19][OH:20])=[C:21]([C:25]3[CH:30]=[C:29]([NH:31][C:32]4[CH:36]=[CH:35][N:34]([CH3:37])[N:33]=4)[C:28](=[O:38])[N:27]([CH3:39])[CH:26]=3)[CH:22]=[CH:23][N:24]=1)[N:9]=[CH:8]2)([CH3:4])([CH3:2])[CH3:3]. The yield is 0.200. (2) The reactants are [C:1]([C:5]1[C:6]([O:20][CH3:21])=[C:7]([NH2:19])[CH:8]=[C:9]([C:11]2[C:12]([O:17][CH3:18])=[N:13][CH:14]=[CH:15][CH:16]=2)[CH:10]=1)([CH3:4])([CH3:3])[CH3:2].[CH2:22]([O:29][C:30]1[CH:38]=[CH:37][C:33]([C:34](O)=[O:35])=[CH:32][C:31]=1F)[C:23]1[CH:28]=[CH:27][CH:26]=[CH:25][CH:24]=1.CN(C(ON1N=NC2C=CC=NC1=2)=[N+](C)C)C.[F:57][P-](F)(F)(F)(F)F.CCN(C(C)C)C(C)C. The catalyst is O.CN(C=O)C. The product is [CH2:22]([O:29][C:30]1[CH:38]=[CH:37][C:33]([C:34]([NH:19][C:7]2[CH:8]=[C:9]([C:11]3[C:12]([O:17][CH3:18])=[N:13][CH:14]=[CH:15][CH:16]=3)[CH:10]=[C:5]([C:1]([CH3:4])([CH3:2])[CH3:3])[C:6]=2[O:20][CH3:21])=[O:35])=[C:32]([F:57])[CH:31]=1)[C:23]1[CH:28]=[CH:27][CH:26]=[CH:25][CH:24]=1. The yield is 0.850. (3) The catalyst is C(Cl)Cl.CN(C=O)C. The yield is 0.390. The reactants are [Br:1][C:2]1[C:3]([C:8]([OH:10])=[O:9])=[N:4][CH:5]=[N:6][CH:7]=1.[C:11](Cl)(=O)C(Cl)=O. The product is [CH3:11][O:9][C:8]([C:3]1[C:2]([Br:1])=[CH:7][N:6]=[CH:5][N:4]=1)=[O:10]. (4) The reactants are [C:1]([CH:5]1[CH2:14][CH2:13][C:12]2[N:11]=[C:10]3[S:15][C:16]([S:19]([CH3:22])(=[O:21])=[O:20])=[C:17]([OH:18])[C:9]3=[CH:8][C:7]=2[CH2:6]1)([CH3:4])([CH3:3])[CH3:2].C(N(C(C)C)CC)(C)C.[O:32](S(C(F)(F)F)(=O)=O)[S:33]([C:36]([F:39])([F:38])[F:37])(=O)=[O:34]. The catalyst is C(Cl)Cl. The product is [C:1]([CH:5]1[CH2:14][CH2:13][C:12]2[N:11]=[C:10]3[S:15][C:16]([S:19]([CH3:22])(=[O:21])=[O:20])=[C:17]([O:18][S:33]([C:36]([F:39])([F:38])[F:37])(=[O:34])=[O:32])[C:9]3=[CH:8][C:7]=2[CH2:6]1)([CH3:4])([CH3:2])[CH3:3]. The yield is 0.780. (5) The reactants are [CH2:1]([O:8][C:9]1[CH:14]=[C:13]([NH:15][C:16]2[N:21]=[C:20]([N:22]3[CH2:27][C@@H:26]([NH:28][C:29]([O:31][C:32]([CH3:35])([CH3:34])[CH3:33])=[O:30])[CH2:25][C@@H:24]([NH:36][C:37]([O:39][C:40]([CH3:43])([CH3:42])[CH3:41])=[O:38])[CH2:23]3)[N:19]=[C:18]([N:44]3[CH2:49][C@@H:48]([NH:50][C:51]([O:53][C:54]([CH3:57])([CH3:56])[CH3:55])=[O:52])[CH2:47][C@@H:46]([NH:58][C:59]([O:61][C:62]([CH3:65])([CH3:64])[CH3:63])=[O:60])[CH2:45]3)[N:17]=2)[CH:12]=[CH:11][C:10]=1[NH:66]C(=O)C)[C:2]1[CH:7]=[CH:6][CH:5]=[CH:4][CH:3]=1.O.NN. The catalyst is CO.O1CCOCC1. The product is [CH2:1]([O:8][C:9]1[CH:14]=[C:13]([NH:15][C:16]2[N:21]=[C:20]([N:22]3[CH2:27][C@@H:26]([NH:28][C:29]([O:31][C:32]([CH3:33])([CH3:34])[CH3:35])=[O:30])[CH2:25][C@@H:24]([NH:36][C:37]([O:39][C:40]([CH3:43])([CH3:42])[CH3:41])=[O:38])[CH2:23]3)[N:19]=[C:18]([N:44]3[CH2:45][C@@H:46]([NH:58][C:59]([O:61][C:62]([CH3:65])([CH3:64])[CH3:63])=[O:60])[CH2:47][C@@H:48]([NH:50][C:51]([O:53][C:54]([CH3:57])([CH3:56])[CH3:55])=[O:52])[CH2:49]3)[N:17]=2)[CH:12]=[CH:11][C:10]=1[NH2:66])[C:2]1[CH:3]=[CH:4][CH:5]=[CH:6][CH:7]=1. The yield is 0.680. (6) The reactants are C([N:3]1[CH2:8][CH2:7][N:6]([C:9]2[CH:14]=[CH:13][C:12](/[CH:15]=[CH:16]/[C:17]3[C:25]4[C:20](=[CH:21][CH:22]=[CH:23][CH:24]=4)[NH:19][N:18]=3)=[CH:11][CH:10]=2)[CH2:5][CH2:4]1)=O.[ClH:26].CO. The catalyst is CO. The product is [ClH:26].[N:6]1([C:9]2[CH:14]=[CH:13][C:12](/[CH:15]=[CH:16]/[C:17]3[C:25]4[C:20](=[CH:21][CH:22]=[CH:23][CH:24]=4)[NH:19][N:18]=3)=[CH:11][CH:10]=2)[CH2:7][CH2:8][NH:3][CH2:4][CH2:5]1. The yield is 1.00. (7) The reactants are [CH2:1]([O:3][CH:4]([C:8]1[CH:13]=[CH:12][CH:11]=[C:10]([N+:14]([O-])=O)[CH:9]=1)[C:5]([OH:7])=[O:6])[CH3:2]. The catalyst is C(O)C.[Pd]. The product is [CH2:1]([O:3][CH:4]([C:8]1[CH:13]=[CH:12][CH:11]=[C:10]([NH2:14])[CH:9]=1)[C:5]([OH:7])=[O:6])[CH3:2]. The yield is 0.540.